Dataset: NCI-60 drug combinations with 297,098 pairs across 59 cell lines. Task: Regression. Given two drug SMILES strings and cell line genomic features, predict the synergy score measuring deviation from expected non-interaction effect. (1) Drug 1: CC1=CC2C(CCC3(C2CCC3(C(=O)C)OC(=O)C)C)C4(C1=CC(=O)CC4)C. Drug 2: C1=NC(=NC(=O)N1C2C(C(C(O2)CO)O)O)N. Cell line: RPMI-8226. Synergy scores: CSS=35.0, Synergy_ZIP=5.88, Synergy_Bliss=10.4, Synergy_Loewe=-3.98, Synergy_HSA=8.75. (2) Drug 1: CCC1=CC2CC(C3=C(CN(C2)C1)C4=CC=CC=C4N3)(C5=C(C=C6C(=C5)C78CCN9C7C(C=CC9)(C(C(C8N6C)(C(=O)OC)O)OC(=O)C)CC)OC)C(=O)OC.C(C(C(=O)O)O)(C(=O)O)O. Drug 2: CNC(=O)C1=NC=CC(=C1)OC2=CC=C(C=C2)NC(=O)NC3=CC(=C(C=C3)Cl)C(F)(F)F. Cell line: SK-MEL-2. Synergy scores: CSS=50.3, Synergy_ZIP=-8.99, Synergy_Bliss=-6.76, Synergy_Loewe=-10.4, Synergy_HSA=-4.38. (3) Drug 1: C1=CC(=CC=C1C#N)C(C2=CC=C(C=C2)C#N)N3C=NC=N3. Drug 2: C1C(C(OC1N2C=NC(=NC2=O)N)CO)O. Cell line: UACC-257. Synergy scores: CSS=1.05, Synergy_ZIP=-0.533, Synergy_Bliss=-0.600, Synergy_Loewe=-4.01, Synergy_HSA=-3.16. (4) Drug 1: CC1C(C(CC(O1)OC2CC(CC3=C2C(=C4C(=C3O)C(=O)C5=C(C4=O)C(=CC=C5)OC)O)(C(=O)C)O)N)O.Cl. Drug 2: CCCS(=O)(=O)NC1=C(C(=C(C=C1)F)C(=O)C2=CNC3=C2C=C(C=N3)C4=CC=C(C=C4)Cl)F. Cell line: SF-268. Synergy scores: CSS=26.1, Synergy_ZIP=1.54, Synergy_Bliss=5.79, Synergy_Loewe=-18.8, Synergy_HSA=2.04. (5) Cell line: K-562. Synergy scores: CSS=40.6, Synergy_ZIP=7.22, Synergy_Bliss=8.16, Synergy_Loewe=10.6, Synergy_HSA=11.4. Drug 1: CC(CN1CC(=O)NC(=O)C1)N2CC(=O)NC(=O)C2. Drug 2: C1=CC=C(C=C1)NC(=O)CCCCCCC(=O)NO.